This data is from Reaction yield outcomes from USPTO patents with 853,638 reactions. The task is: Predict the reaction yield, written as a fraction of the theoretical maximum amount of product (1.0 means a 100% yield; for example, 0.34 means a 34% yield). (1) The reactants are COC1C=C(OC)C=CC=1C[NH:6][C:7]1[CH:16]=[N:15][C:14]2[C:9](=[CH:10][C:11]([O:17][CH3:18])=[CH:12][CH:13]=2)[N:8]=1.[C:25]([OH:31])([C:27]([F:30])([F:29])[F:28])=[O:26]. The catalyst is C(Cl)Cl. The product is [F:28][C:27]([F:30])([F:29])[C:25]([OH:31])=[O:26].[CH3:18][O:17][C:11]1[CH:10]=[C:9]2[C:14]([N:15]=[CH:16][C:7]([NH2:6])=[N:8]2)=[CH:13][CH:12]=1. The yield is 0.990. (2) The reactants are CC(C)([O-])C.[K+].Br[CH2:8][C:9]([N:11]([C:15]1[CH:20]=[C:19]([CH3:21])[C:18]([Br:22])=[C:17]([CH3:23])[CH:16]=1)[CH2:12][CH2:13][OH:14])=[O:10].O. The catalyst is CC(O)(C)C. The product is [Br:22][C:18]1[C:19]([CH3:21])=[CH:20][C:15]([N:11]2[CH2:12][CH2:13][O:14][CH2:8][C:9]2=[O:10])=[CH:16][C:17]=1[CH3:23]. The yield is 1.00. (3) The reactants are [Br-:1].[Br-].C1(P(C2C=CC=CC=2)C2C=CC=CC=2)C=CC=CC=1.BrBr.C1(P(C2C=CC=CC=2)C2C=CC=CC=2)C=CC=CC=1.[Cl:43][C:44]1[CH:49]=[CH:48][C:47]([CH:50]([CH3:54])[CH2:51][CH2:52]O)=[CH:46][CH:45]=1. The catalyst is C(Cl)Cl. The product is [Br:1][CH2:52][CH2:51][CH:50]([C:47]1[CH:48]=[CH:49][C:44]([Cl:43])=[CH:45][CH:46]=1)[CH3:54]. The yield is 0.570. (4) The catalyst is CN(C=O)C. The reactants are [CH2:1]([O:8][N:9]1[C:12]2([CH:17]=[CH:16][C:15](=[O:18])[CH:14]([OH:19])[CH:13]2[OH:20])[CH2:11][C:10]1=[O:21])[C:2]1[CH:7]=[CH:6][CH:5]=[CH:4][CH:3]=1.N1C=CN=C1.[Si:27](Cl)([C:30]([CH3:33])([CH3:32])[CH3:31])([CH3:29])[CH3:28]. The yield is 0.780. The product is [CH2:1]([O:8][N:9]1[C:12]2([CH:17]=[CH:16][C:15](=[O:18])[CH:14]([O:19][Si:27]([C:30]([CH3:33])([CH3:32])[CH3:31])([CH3:29])[CH3:28])[CH:13]2[OH:20])[CH2:11][C:10]1=[O:21])[C:2]1[CH:7]=[CH:6][CH:5]=[CH:4][CH:3]=1.